This data is from Full USPTO retrosynthesis dataset with 1.9M reactions from patents (1976-2016). The task is: Predict the reactants needed to synthesize the given product. (1) Given the product [F:10][C:11]1[CH:12]=[C:13]([C@H:18]([C:5]2[CH:6]=[CH:7][C:2]([F:1])=[CH:3][CH:4]=2)[CH2:19][C:20]([N:22]2[C@H:26]([C:27]3[CH:32]=[CH:31][CH:30]=[CH:29][CH:28]=3)[CH2:25][O:24][C:23]2=[O:33])=[O:21])[CH:14]=[C:15]([F:17])[CH:16]=1, predict the reactants needed to synthesize it. The reactants are: [F:1][C:2]1[CH:7]=[CH:6][C:5]([Mg]Br)=[CH:4][CH:3]=1.[F:10][C:11]1[CH:12]=[C:13](/[CH:18]=[CH:19]/[C:20]([N:22]2[C@H:26]([C:27]3[CH:32]=[CH:31][CH:30]=[CH:29][CH:28]=3)[CH2:25][O:24][C:23]2=[O:33])=[O:21])[CH:14]=[C:15]([F:17])[CH:16]=1. (2) Given the product [CH3:1][O:2][C:3](=[O:4])[C:5]([NH:6][C:7]([O:9][CH2:10][C:11]1[CH:12]=[CH:13][CH:14]=[CH:15][CH:16]=1)=[O:8])=[CH:28][CH2:27][C:23]([CH3:26])([CH3:25])[CH3:24], predict the reactants needed to synthesize it. The reactants are: [CH3:1][O:2][C:3]([CH:5](P(OC)(OC)=O)[NH:6][C:7]([O:9][CH2:10][C:11]1[CH:16]=[CH:15][CH:14]=[CH:13][CH:12]=1)=[O:8])=[O:4].[C:23]([CH2:27][CH:28]=O)([CH3:26])([CH3:25])[CH3:24].C1CCN2C(=NCCC2)CC1. (3) Given the product [CH3:32][O:31][C:28]1[CH:29]=[C:30]2[C:25](=[CH:26][C:27]=1[O:33][CH3:34])[N:24]=[CH:23][N:22]=[C:21]2[N:17]1[CH2:16][CH2:15][C:14]2[C:19](=[C:10]([S:7]([N:1]3[CH2:6][CH2:5][O:4][CH2:3][CH2:2]3)(=[O:9])=[O:8])[CH:11]=[CH:12][CH:13]=2)[CH2:18]1, predict the reactants needed to synthesize it. The reactants are: [N:1]1([S:7]([C:10]2[CH:11]=[CH:12][CH:13]=[C:14]3[C:19]=2[CH2:18][NH:17][CH2:16][CH2:15]3)(=[O:9])=[O:8])[CH2:6][CH2:5][O:4][CH2:3][CH2:2]1.Cl[C:21]1[C:30]2[C:25](=[CH:26][C:27]([O:33][CH3:34])=[C:28]([O:31][CH3:32])[CH:29]=2)[N:24]=[CH:23][N:22]=1. (4) Given the product [C:1]([C:3]1[CH:8]=[CH:7][N:6]=[C:5]([N:9]2[C:13]([C:14]3[CH:19]=[CH:18][C:17]([CH3:20])=[CH:16][CH:15]=3)=[CH:12][C:11]([C:21]([OH:23])=[O:22])=[N:10]2)[CH:4]=1)#[N:2], predict the reactants needed to synthesize it. The reactants are: [C:1]([C:3]1[CH:8]=[CH:7][N:6]=[C:5]([N:9]2[C:13]([C:14]3[CH:19]=[CH:18][C:17]([CH3:20])=[CH:16][CH:15]=3)=[CH:12][C:11]([C:21]([O:23]C)=[O:22])=[N:10]2)[CH:4]=1)#[N:2].[OH-].[Na+].Cl.